From a dataset of Full USPTO retrosynthesis dataset with 1.9M reactions from patents (1976-2016). Predict the reactants needed to synthesize the given product. (1) The reactants are: [NH2:1][C:2]1[CH:24]=[C:23]([Cl:25])[C:5]([C:6]([C:8]2[C:16]3[C:11](=[C:12]([NH:17][C:18]([CH:20]4[CH2:22][CH2:21]4)=[O:19])[N:13]=[CH:14][CH:15]=3)[NH:10][CH:9]=2)=[O:7])=[C:4]([Cl:26])[CH:3]=1.N1C=CC=CC=1.[C:33](Cl)(=[O:35])[CH3:34]. Given the product [C:33]([NH:1][C:2]1[CH:3]=[C:4]([Cl:26])[C:5]([C:6]([C:8]2[C:16]3[C:11](=[C:12]([NH:17][C:18]([CH:20]4[CH2:21][CH2:22]4)=[O:19])[N:13]=[CH:14][CH:15]=3)[NH:10][CH:9]=2)=[O:7])=[C:23]([Cl:25])[CH:24]=1)(=[O:35])[CH3:34], predict the reactants needed to synthesize it. (2) Given the product [ClH:48].[N:29]1([CH2:28][C:27]([O:26][C:25]2[CH:43]=[C:21]([NH:20][C:19]([NH:18][CH2:17][C:13]3[CH:14]=[C:15]4[C:10](=[CH:11][CH:12]=3)[C:9](=[O:46])[N:8]([CH:7]3[CH2:6][CH2:5][C:4](=[O:47])[NH:3][C:2]3=[O:1])[CH2:16]4)=[O:45])[CH:22]=[CH:23][C:24]=2[CH3:44])=[O:42])[CH2:34][CH2:33][NH:32][CH2:31][CH2:30]1, predict the reactants needed to synthesize it. The reactants are: [O:1]=[C:2]1[CH:7]([N:8]2[CH2:16][C:15]3[C:10](=[CH:11][CH:12]=[C:13]([CH2:17][NH:18][C:19](=[O:45])[NH:20][C:21]4[CH:22]=[CH:23][C:24]([CH3:44])=[C:25]([CH:43]=4)[O:26][C:27](=[O:42])[CH2:28][N:29]4[CH2:34][CH2:33][N:32](C(OC(C)(C)C)=O)[CH2:31][CH2:30]4)[CH:14]=3)[C:9]2=[O:46])[CH2:6][CH2:5][C:4](=[O:47])[NH:3]1.[ClH:48]. (3) Given the product [ClH:12].[NH2:1][C@H:2]([C:7]([O:9][CH2:14][CH3:15])=[O:8])[CH2:3][CH2:4][CH2:5][CH3:6], predict the reactants needed to synthesize it. The reactants are: [NH2:1][C@H:2]([C:7]([OH:9])=[O:8])[CH2:3][CH2:4][CH2:5][CH3:6].S(Cl)([Cl:12])=O.[CH3:14][CH2:15]O. (4) Given the product [F:89][C:77]1[C:78]([O:87][CH3:88])=[C:79]([O:85][CH3:86])[CH:80]=[C:81]2[C:76]=1[N:75]=[C:74]([N:71]1[CH2:72][CH2:73][NH:68][CH2:69][C@@H:70]1[CH2:90][O:91][CH3:92])[N:83]=[C:82]2[NH2:84], predict the reactants needed to synthesize it. The reactants are: FC1C(OC)=C(OC)C=C2C=1N=C(N1CCNCC1)N=C2N.NC1C(F)=C(OC)C(OC)=CC=1C#N.C(OC(N1CCN(C#N)[C@@H](COC)C1)=O)C1C=CC=CC=1.C(OC([N:68]1[CH2:73][CH2:72][N:71]([C:74]2[N:83]=[C:82]([NH2:84])[C:81]3[C:76](=[C:77]([F:89])[C:78]([O:87][CH3:88])=[C:79]([O:85][CH3:86])[CH:80]=3)[N:75]=2)[C@@H:70]([CH2:90][O:91][CH3:92])[CH2:69]1)=O)C1C=CC=CC=1. (5) Given the product [C:1]([O:5][C:6](=[O:20])[NH:7][C:8]1[CH:13]=[C:12]([N:14]([CH3:15])[CH3:16])[C:11]([C:17]#[N:18])=[CH:10][C:9]=1[NH:19][C:26](=[O:25])[CH2:27][C:28](=[O:48])[C:29]1[CH:34]=[CH:33][CH:32]=[C:31]([N:35]2[C:39]([CH2:40][O:41][CH:42]3[CH2:47][CH2:46][CH2:45][CH2:44][O:43]3)=[CH:38][N:37]=[N:36]2)[CH:30]=1)([CH3:4])([CH3:2])[CH3:3], predict the reactants needed to synthesize it. The reactants are: [C:1]([O:5][C:6](=[O:20])[NH:7][C:8]1[CH:13]=[C:12]([N:14]([CH3:16])[CH3:15])[C:11]([C:17]#[N:18])=[CH:10][C:9]=1[NH2:19])([CH3:4])([CH3:3])[CH3:2].C([O:25][C:26](=O)[CH2:27][C:28](=[O:48])[C:29]1[CH:34]=[CH:33][CH:32]=[C:31]([N:35]2[C:39]([CH2:40][O:41][CH:42]3[CH2:47][CH2:46][CH2:45][CH2:44][O:43]3)=[CH:38][N:37]=[N:36]2)[CH:30]=1)(C)(C)C.